Predict the product of the given reaction. From a dataset of Forward reaction prediction with 1.9M reactions from USPTO patents (1976-2016). (1) Given the reactants [Br:1]N1C(=O)CCC1=O.[C:9]1([C:15]2[C:16]3[C:21]([C:22]([C:29]4[C:34]5=[CH:35][CH:36]=[C:37]6[C:46]([CH:45]=[C:44]7[C:39]([CH:40]=[CH:41][CH:42]=[CH:43]7)=[CH:38]6)=[C:33]5[CH:32]=[CH:31][CH:30]=4)=[C:23]4[C:28]=2[CH:27]=[CH:26][CH:25]=[CH:24]4)=[CH:20][CH:19]=[CH:18][CH:17]=3)[CH:14]=[CH:13][CH:12]=[CH:11][CH:10]=1.C(O)C, predict the reaction product. The product is: [Br:1][C:38]1[C:37]2[C:46]([CH:45]=[C:44]3[C:39]=1[CH:40]=[CH:41][CH:42]=[CH:43]3)=[C:33]1[CH:32]=[CH:31][CH:30]=[C:29]([C:22]3[C:21]4[C:16](=[CH:17][CH:18]=[CH:19][CH:20]=4)[C:15]([C:9]4[CH:10]=[CH:11][CH:12]=[CH:13][CH:14]=4)=[C:28]4[C:23]=3[CH:24]=[CH:25][CH:26]=[CH:27]4)[C:34]1=[CH:35][CH:36]=2. (2) Given the reactants Br[C:2]1[N:7]=[CH:6][CH:5]=[CH:4][N:3]=1.[C:8]([O:12][C:13]([N:15]1[CH2:20][CH2:19][CH:18]([C:21]#[CH:22])[CH2:17][CH2:16]1)=[O:14])([CH3:11])([CH3:10])[CH3:9], predict the reaction product. The product is: [C:8]([O:12][C:13]([N:15]1[CH2:20][CH2:19][CH:18]([C:21]#[C:22][C:2]2[N:7]=[CH:6][CH:5]=[CH:4][N:3]=2)[CH2:17][CH2:16]1)=[O:14])([CH3:11])([CH3:10])[CH3:9].